From a dataset of Forward reaction prediction with 1.9M reactions from USPTO patents (1976-2016). Predict the product of the given reaction. (1) Given the reactants [CH2:1]1[C@@H:5]2[CH2:6][NH:7][CH2:8][C@@H:4]2[CH2:3][N:2]1[C:9]([O:11][C:12]([CH3:15])([CH3:14])[CH3:13])=[O:10].C(N(CC)CC)C.[Br:23][CH2:24][C:25](Cl)=[O:26], predict the reaction product. The product is: [Br:23][CH2:24][C:25]([N:7]1[CH2:6][C@@H:5]2[CH2:1][N:2]([C:9]([O:11][C:12]([CH3:15])([CH3:14])[CH3:13])=[O:10])[CH2:3][C@@H:4]2[CH2:8]1)=[O:26]. (2) Given the reactants [OH:1][C:2]1[CH:7]=[CH:6][C:5]([CH2:8][C:9]([NH:11][C:12]2[CH:17]=[CH:16][CH:15]=[C:14](I)[CH:13]=2)=[O:10])=[CH:4][C:3]=1[O:19][CH3:20].[Br-].[CH:22]1([Zn+])[CH2:27][CH2:26][CH2:25][CH2:24][CH2:23]1.[Cl-].[NH4+], predict the reaction product. The product is: [CH:22]1([C:14]2[CH:13]=[C:12]([NH:11][C:9](=[O:10])[CH2:8][C:5]3[CH:6]=[CH:7][C:2]([OH:1])=[C:3]([O:19][CH3:20])[CH:4]=3)[CH:17]=[CH:16][CH:15]=2)[CH2:27][CH2:26][CH2:25][CH2:24][CH2:23]1. (3) Given the reactants Br[C:2]1[CH:14]=[CH:13][CH:12]=[CH:11][C:3]=1[C:4]([O:6][C:7]([CH3:10])([CH3:9])[CH3:8])=[O:5].[CH3:15][C:16]1[CH:21]=[CH:20][C:19](B(O)O)=[CH:18][CH:17]=1.C(=O)([O-])[O-].[Na+].[Na+], predict the reaction product. The product is: [CH3:15][C:16]1[CH:21]=[CH:20][C:19]([C:2]2[C:3]([C:4]([O:6][C:7]([CH3:10])([CH3:9])[CH3:8])=[O:5])=[CH:11][CH:12]=[CH:13][CH:14]=2)=[CH:18][CH:17]=1. (4) Given the reactants [CH:1]1([CH2:7][NH:8][C:9]([C:11]2[C:12]([C:18]([F:21])([F:20])[F:19])=[N:13][C:14](Cl)=[N:15][CH:16]=2)=[O:10])[CH2:6][CH2:5][CH2:4][CH2:3][CH2:2]1.[F:22][C:23]1[C:28]([C:29]([F:32])([F:31])[F:30])=[CH:27][CH:26]=[CH:25][C:24]=1[NH2:33], predict the reaction product. The product is: [CH:1]1([CH2:7][NH:8][C:9]([C:11]2[C:12]([C:18]([F:21])([F:20])[F:19])=[N:13][C:14]([NH:33][C:24]3[CH:25]=[CH:26][CH:27]=[C:28]([C:29]([F:30])([F:31])[F:32])[C:23]=3[F:22])=[N:15][CH:16]=2)=[O:10])[CH2:6][CH2:5][CH2:4][CH2:3][CH2:2]1.